This data is from Full USPTO retrosynthesis dataset with 1.9M reactions from patents (1976-2016). The task is: Predict the reactants needed to synthesize the given product. (1) Given the product [CH3:9][O:10][C:11]([C:13]1([CH:20]([O:27][Si:28]([C:31]([CH3:34])([CH3:33])[CH3:32])([CH3:29])[CH3:30])[CH:21]2[CH2:26][CH2:25][CH2:24][CH2:23][CH2:22]2)[C:17](=[CH2:18])[CH:16]([CH2:3][CH:1]=[CH2:2])[C:15](=[O:19])[NH:14]1)=[O:12], predict the reactants needed to synthesize it. The reactants are: [CH:1]([N-]C(C)C)([CH3:3])[CH3:2].[Li+].[CH3:9][O:10][C:11]([C:13]1([CH:20]([O:27][Si:28]([C:31]([CH3:34])([CH3:33])[CH3:32])([CH3:30])[CH3:29])[CH:21]2[CH2:26][CH2:25][CH2:24][CH2:23][CH2:22]2)[C:17]([CH3:18])=[CH:16][C:15](=[O:19])[NH:14]1)=[O:12].Cl[Si](C)(C)C.C(Br)C=C. (2) Given the product [Cl:12][C:3]1[C:2]([C:31]#[C:30][Si:23]([CH:20]([CH3:22])[CH3:21])([CH:27]([CH3:29])[CH3:28])[CH:24]([CH3:26])[CH3:25])=[N:11][C:10]2[C:5](=[CH:6][CH:7]=[CH:8][CH:9]=2)[N:4]=1, predict the reactants needed to synthesize it. The reactants are: Cl[C:2]1[C:3]([Cl:12])=[N:4][C:5]2[C:10]([N:11]=1)=[CH:9][CH:8]=[CH:7][CH:6]=2.CCN(CC)CC.[CH:20]([Si:23]([C:30]#[CH:31])([CH:27]([CH3:29])[CH3:28])[CH:24]([CH3:26])[CH3:25])([CH3:22])[CH3:21]. (3) Given the product [C:48]([C:50]1[CH:51]=[C:52]([CH2:56][C:57]([Cl:64])=[O:59])[CH:53]=[CH:54][CH:55]=1)#[N:49], predict the reactants needed to synthesize it. The reactants are: COC(=O)C1C=CC=C(CCNC([C@]23CC[C@@H](C(C)=C)[C@@H]2[C@@H]2[C@@](C)(CC3)[C@@]3(C)[C@@H]([C@]4(C)[C@@H](CC3)C(C)(C)[C@@H](O)CC4)CC2)=O)C=1.NN.[C:48]([C:50]1[CH:51]=[C:52]([CH2:56][C:57]([OH:59])=O)[CH:53]=[CH:54][CH:55]=1)#[N:49].C(Cl)(C([Cl:64])=O)=O. (4) Given the product [CH3:31][N:30]([CH2:32][C:33]1[N:34]=[C:35]([NH:42][C:26](=[O:28])[CH2:25][C:5]2[CH:6]=[CH:7][C:8]([C:10]3[N:14]4[CH:15]=[CH:16][C:17]([C:19]5[CH:24]=[CH:23][CH:22]=[CH:21][N:20]=5)=[CH:18][C:13]4=[N:12][CH:11]=3)=[CH:9][C:4]=2[F:3])[S:36][C:37]=1[C:38]1([CH3:41])[CH2:40][CH2:39]1)[CH3:29], predict the reactants needed to synthesize it. The reactants are: Cl.Cl.[F:3][C:4]1[CH:9]=[C:8]([C:10]2[N:14]3[CH:15]=[CH:16][C:17]([C:19]4[CH:24]=[CH:23][CH:22]=[CH:21][N:20]=4)=[CH:18][C:13]3=[N:12][CH:11]=2)[CH:7]=[CH:6][C:5]=1[CH2:25][C:26]([OH:28])=O.[CH3:29][N:30]([CH2:32][C:33]1[N:34]=[C:35]([NH2:42])[S:36][C:37]=1[C:38]1([CH3:41])[CH2:40][CH2:39]1)[CH3:31].C(N(CC)C(C)C)(C)C.F[P-](F)(F)(F)(F)F.N1(OC(N(C)C)=[N+](C)C)C2N=CC=CC=2N=N1.